Predict the product of the given reaction. From a dataset of Forward reaction prediction with 1.9M reactions from USPTO patents (1976-2016). (1) Given the reactants [C:1]1([S:7][CH2:8][Cl:9])[CH:6]=[CH:5][CH:4]=[CH:3][CH:2]=1.C1C(=O)N(Br)C(=[O:13])C1, predict the reaction product. The product is: [C:1]1([S:7]([CH2:8][Cl:9])=[O:13])[CH:6]=[CH:5][CH:4]=[CH:3][CH:2]=1. (2) Given the reactants [ClH:1].C(OCC)(=O)C.[CH3:8][O:9][C:10]([C@H:12]1[CH2:17][CH2:16][C@H:15]([C:18]2[CH2:32][C:21]3([CH2:24][N:23](C(OC(C)(C)C)=O)[CH2:22]3)[O:20][N:19]=2)[CH2:14][CH2:13]1)=[O:11], predict the reaction product. The product is: [ClH:1].[CH2:22]1[C:21]2([CH2:32][C:18]([C@H:15]3[CH2:14][CH2:13][C@H:12]([C:10]([O:9][CH3:8])=[O:11])[CH2:17][CH2:16]3)=[N:19][O:20]2)[CH2:24][NH:23]1.